This data is from Catalyst prediction with 721,799 reactions and 888 catalyst types from USPTO. The task is: Predict which catalyst facilitates the given reaction. (1) Reactant: [Cl-].[Al+3].[Cl-].[Cl-].C([N:12]1[C:17](=[O:18])[CH:16]=[C:15]([C:19]2[CH:24]=[CH:23][C:22]([F:25])=[CH:21][CH:20]=2)[CH:14]=[N:13]1)C1C=CC=CC=1. Product: [F:25][C:22]1[CH:23]=[CH:24][C:19]([C:15]2[CH:14]=[N:13][NH:12][C:17](=[O:18])[CH:16]=2)=[CH:20][CH:21]=1. The catalyst class is: 11. (2) Reactant: [CH:1]([NH:4][C:5]1[C:10]2[C:11]([C:33]3[CH:38]=[C:37]([N:39]4[CH2:44][CH2:43][O:42][CH2:41][CH2:40]4)[N:36]=[CH:35][N:34]=3)=[N:12][N:13](C(C3C=CC=CC=3)(C3C=CC=CC=3)C3C=CC=CC=3)[C:9]=2[CH:8]=[CH:7][N:6]=1)([CH3:3])[CH3:2].ClC1N=CN=C(C2C3C(NC(C)C)=NC=CC=3N(C(C3C=CC=CC=3)(C3C=CC=CC=3)C3C=CC=CC=3)N=2)C=1.N1CCOCC1.C([O-])([O-])=O.[Cs+].[Cs+]. The catalyst class is: 41. Product: [CH:1]([NH:4][C:5]1[C:10]2[C:11]([C:33]3[CH:38]=[C:37]([N:39]4[CH2:40][CH2:41][O:42][CH2:43][CH2:44]4)[N:36]=[CH:35][N:34]=3)=[N:12][NH:13][C:9]=2[CH:8]=[CH:7][N:6]=1)([CH3:3])[CH3:2]. (3) Reactant: [NH2:1][C:2]1[C:11]2[C:6](=[CH:7][CH:8]=[CH:9][C:10]=2[CH2:12][CH2:13][CH:14]2[CH2:19][CH2:18][CH2:17][CH2:16][CH2:15]2)[N:5]=[C:4]([CH2:20][C:21]([O:23]CC)=[O:22])[C:3]=1[C:26]([O:28]CC)=[O:27]. Product: [NH2:1][C:2]1[C:11]2[C:6](=[CH:7][CH:8]=[CH:9][C:10]=2[CH2:12][CH2:13][CH:14]2[CH2:19][CH2:18][CH2:17][CH2:16][CH2:15]2)[N:5]=[C:4]([CH2:20][C:21]([OH:23])=[O:22])[C:3]=1[C:26]([OH:28])=[O:27]. The catalyst class is: 6. (4) Reactant: C(OC(=O)[NH:7][CH2:8][CH2:9][N:10]([CH2:20][C:21]1[CH:26]=[CH:25][C:24]([O:27][CH2:28][C:29]2[CH:34]=[CH:33][CH:32]=[CH:31][CH:30]=2)=[C:23]([O:35][CH3:36])[CH:22]=1)[C:11](=[O:19])[C:12]1[CH:17]=[CH:16][C:15]([F:18])=[CH:14][CH:13]=1)(C)(C)C.[ClH:38]. Product: [ClH:38].[NH2:7][CH2:8][CH2:9][N:10]([CH2:20][C:21]1[CH:26]=[CH:25][C:24]([O:27][CH2:28][C:29]2[CH:30]=[CH:31][CH:32]=[CH:33][CH:34]=2)=[C:23]([O:35][CH3:36])[CH:22]=1)[C:11](=[O:19])[C:12]1[CH:13]=[CH:14][C:15]([F:18])=[CH:16][CH:17]=1. The catalyst class is: 169.